This data is from Full USPTO retrosynthesis dataset with 1.9M reactions from patents (1976-2016). The task is: Predict the reactants needed to synthesize the given product. (1) Given the product [NH2:3][CH2:12][CH2:13][N:14]1[C:23]2[C:18](=[N:19][CH:20]=[C:21]([CH2:24][C:25]3[CH:26]=[CH:27][C:28]([F:31])=[CH:29][CH:30]=3)[CH:22]=2)[C:17]([OH:32])=[C:16]([C:33]([NH:45][CH2:44][CH:40]2[CH2:41][CH2:42][CH2:43][O:39]2)=[O:34])[C:15]1=[O:38], predict the reactants needed to synthesize it. The reactants are: O=C1C2C(=CC=CC=2)C(=O)[N:3]1[CH2:12][CH2:13][N:14]1[C:23]2[C:18](=[N:19][CH:20]=[C:21]([CH2:24][C:25]3[CH:30]=[CH:29][C:28]([F:31])=[CH:27][CH:26]=3)[CH:22]=2)[C:17]([OH:32])=[C:16]([C:33](OCC)=[O:34])[C:15]1=[O:38].[O:39]1[CH2:43][CH2:42][CH2:41][CH:40]1[CH2:44][NH2:45].NN. (2) Given the product [C:22]([N:7]1[CH:8]=[C:4]([CH2:3][OH:2])[N:5]=[CH:6]1)([C:16]1[CH:21]=[CH:20][CH:19]=[CH:18][CH:17]=1)([C:29]1[CH:30]=[CH:31][CH:32]=[CH:33][CH:34]=1)[C:23]1[CH:24]=[CH:25][CH:26]=[CH:27][CH:28]=1, predict the reactants needed to synthesize it. The reactants are: Cl.[OH:2][CH2:3][C:4]1[N:5]=[CH:6][NH:7][CH:8]=1.C(N(CC)CC)C.[C:16]1([C:22](Cl)([C:29]2[CH:34]=[CH:33][CH:32]=[CH:31][CH:30]=2)[C:23]2[CH:28]=[CH:27][CH:26]=[CH:25][CH:24]=2)[CH:21]=[CH:20][CH:19]=[CH:18][CH:17]=1. (3) Given the product [N:10]1([C:14]([C:16]2[CH:43]=[CH:42][C:19]([O:20][C:21]3[CH:22]=[C:23]([CH:27]=[C:28]([O:30][C@@H:31]([CH3:41])[CH2:32][O:33][Si:34]([C:37]([CH3:40])([CH3:39])[CH3:38])([CH3:36])[CH3:35])[CH:29]=3)[C:24]([NH:69][C:70]3[S:71][CH:72]=[CH:73][N:74]=3)=[O:25])=[C:18]([F:44])[CH:17]=2)=[O:15])[CH2:11][CH2:12][CH2:13]1, predict the reactants needed to synthesize it. The reactants are: CCN(C(C)C)C(C)C.[N:10]1([C:14]([C:16]2[CH:43]=[CH:42][C:19]([O:20][C:21]3[CH:22]=[C:23]([CH:27]=[C:28]([O:30][C@@H:31]([CH3:41])[CH2:32][O:33][Si:34]([C:37]([CH3:40])([CH3:39])[CH3:38])([CH3:36])[CH3:35])[CH:29]=3)[C:24](O)=[O:25])=[C:18]([F:44])[CH:17]=2)=[O:15])[CH2:13][CH2:12][CH2:11]1.CN(C(ON1N=NC2C=CC=NC1=2)=[N+](C)C)C.F[P-](F)(F)(F)(F)F.[NH2:69][C:70]1[S:71][CH:72]=[CH:73][N:74]=1. (4) Given the product [CH2:1]([O:8][C:9]1[C:10]([C:25]([O:27][CH3:28])=[O:26])=[N:11][N:12]2[CH:17]([C:18]([OH:20])=[O:19])[CH2:16][N:15]([CH3:23])[C:14](=[O:24])[C:13]=12)[C:2]1[CH:7]=[CH:6][CH:5]=[CH:4][CH:3]=1, predict the reactants needed to synthesize it. The reactants are: [CH2:1]([O:8][C:9]1[C:10]([C:25]([O:27][CH3:28])=[O:26])=[N:11][N:12]2[CH:17]([C:18]([O:20]CC)=[O:19])[CH2:16][N:15]([CH3:23])[C:14](=[O:24])[C:13]=12)[C:2]1[CH:7]=[CH:6][CH:5]=[CH:4][CH:3]=1.[OH-].[Na+]. (5) Given the product [F:1][C:2]1[CH:16]=[CH:15][C:5]2[C:6]([CH:9]3[CH2:10][CH2:11][N:12]([CH2:18][CH2:19][C:20]4[C:25](=[O:26])[N:24]5[CH2:27][CH2:28][CH2:29][CH2:30][C:23]5=[N:22][C:21]=4[CH3:31])[CH2:13][CH2:14]3)=[N:7][O:8][C:4]=2[CH:3]=1, predict the reactants needed to synthesize it. The reactants are: [F:1][C:2]1[CH:16]=[CH:15][C:5]2[C:6]([CH:9]3[CH2:14][CH2:13][NH:12][CH2:11][CH2:10]3)=[N:7][O:8][C:4]=2[CH:3]=1.Cl[CH2:18][CH2:19][C:20]1[C:25](=[O:26])[N:24]2[CH2:27][CH2:28][CH2:29][CH2:30][C:23]2=[N:22][C:21]=1[CH3:31].C(N(C(C)C)CC)(C)C.